Predict which catalyst facilitates the given reaction. From a dataset of Catalyst prediction with 721,799 reactions and 888 catalyst types from USPTO. Reactant: [O:1]=[C:2]1[C:10]2[C:5](=[CH:6][CH:7]=[CH:8][CH:9]=2)[C:4](=[O:11])[N:3]1[CH2:12][C:13]1[CH:20]=[C:19]([O:21]C)[C:18]([O:23]C)=[CH:17][C:14]=1[C:15]#[N:16].B(Br)(Br)Br. Product: [O:11]=[C:4]1[C:5]2[C:10](=[CH:9][CH:8]=[CH:7][CH:6]=2)[C:2](=[O:1])[N:3]1[CH2:12][C:13]1[CH:20]=[C:19]([OH:21])[C:18]([OH:23])=[CH:17][C:14]=1[C:15]#[N:16]. The catalyst class is: 2.